Dataset: Forward reaction prediction with 1.9M reactions from USPTO patents (1976-2016). Task: Predict the product of the given reaction. (1) The product is: [O:28]1[CH2:27][CH2:26][N:25]([C:22]2[CH:21]=[CH:20][C:19]([NH:18][C:15]3[N:16]=[CH:17][C:12]4[CH:11]=[CH:10][N:9]=[C:8]([C:4]5[CH:3]=[C:2]([NH:1][C:31](=[O:34])[CH:32]=[CH2:33])[CH:7]=[CH:6][CH:5]=5)[C:13]=4[N:14]=3)=[CH:24][CH:23]=2)[CH2:30][CH2:29]1. Given the reactants [NH2:1][C:2]1[CH:3]=[C:4]([C:8]2[C:13]3[N:14]=[C:15]([NH:18][C:19]4[CH:24]=[CH:23][C:22]([N:25]5[CH2:30][CH2:29][O:28][CH2:27][CH2:26]5)=[CH:21][CH:20]=4)[N:16]=[CH:17][C:12]=3[CH:11]=[CH:10][N:9]=2)[CH:5]=[CH:6][CH:7]=1.[C:31](Cl)(=[O:34])[CH:32]=[CH2:33], predict the reaction product. (2) Given the reactants [CH2:1]([O:3][C:4]([C:6]1[N:7]=[C:8]([N:11]2[CH2:15][CH2:14][C@@H:13](OS(C)(=O)=O)[CH2:12]2)[S:9][CH:10]=1)=[O:5])[CH3:2].[C:21]([O-:24])(=S)[CH3:22].[K+], predict the reaction product. The product is: [C:21]([C@H:13]1[CH2:14][CH2:15][N:11]([C:8]2[S:9][CH:10]=[C:6]([C:4]([O:3][CH2:1][CH3:2])=[O:5])[N:7]=2)[CH2:12]1)(=[O:24])[CH3:22]. (3) The product is: [CH3:1][C:2]1[CH:7]=[CH:6][CH:5]=[C:4]([CH3:8])[C:3]=1[NH:9][C:10](=[O:31])[CH2:11][N:12]1[CH2:13][CH2:14][N:15]([CH2:18][CH:19]([OH:30])[CH2:20][CH2:21][C:22]2[CH:23]=[CH:24][C:25]([C:33]([F:43])([F:42])[F:32])=[CH:26][CH:27]=2)[CH2:16][CH2:17]1. Given the reactants [CH3:1][C:2]1[CH:7]=[CH:6][CH:5]=[C:4]([CH3:8])[C:3]=1[NH:9][C:10](=[O:31])[CH2:11][N:12]1[CH2:17][CH2:16][N:15]([CH2:18][CH:19]([OH:30])[CH2:20][CH2:21][C:22]2[CH:27]=[CH:26][C:25](OC)=[CH:24][CH:23]=2)[CH2:14][CH2:13]1.[F:32][C:33]([F:43])([F:42])C1C=CC(CCl)=CC=1.COC1C=CC(CCl)=CC=1, predict the reaction product. (4) Given the reactants [Cl:1][C:2]1[CH:3]=[N:4][CH:5]=[C:6]([Cl:20])[C:7]=1[S:8][C:9]1[S:13][C:12]([C:14]([OH:16])=O)=[CH:11][C:10]=1[N+:17]([O-:19])=[O:18].[C:21]1([C:27]2[CH:34]=[CH:33][C:30]([CH2:31][NH2:32])=[CH:29][CH:28]=2)[CH:26]=[CH:25][CH:24]=[CH:23][CH:22]=1, predict the reaction product. The product is: [C:27]1([C:21]2[CH:22]=[CH:23][CH:24]=[CH:25][CH:26]=2)[CH:28]=[CH:29][C:30]([CH2:31][NH:32][C:14]([C:12]2[S:13][C:9]([S:8][C:7]3[C:6]([Cl:20])=[CH:5][N:4]=[CH:3][C:2]=3[Cl:1])=[C:10]([N+:17]([O-:19])=[O:18])[CH:11]=2)=[O:16])=[CH:33][CH:34]=1. (5) Given the reactants Br[C:2]1[CH:3]=[N:4][C:5]([Cl:8])=[N:6][CH:7]=1.[CH:9]1(B(O)O)[CH2:11][CH2:10]1.C1(P(C2CCCCC2)C2CCCCC2)CCCCC1.[O-]P([O-])([O-])=O.[K+].[K+].[K+], predict the reaction product. The product is: [Cl:8][C:5]1[N:4]=[CH:3][C:2]([CH:9]2[CH2:11][CH2:10]2)=[CH:7][N:6]=1. (6) Given the reactants CON(C)[C:4](=[O:14])[CH2:5][CH2:6][C:7]([CH3:13])([CH3:12])[C:8]([O:10][CH3:11])=[O:9].[F:16][C:17]1[CH:18]=[C:19]([Mg]Br)[CH:20]=[C:21]([F:23])[CH:22]=1, predict the reaction product. The product is: [F:16][C:17]1[CH:18]=[C:19]([C:4](=[O:14])[CH2:5][CH2:6][C:7]([CH3:12])([CH3:13])[C:8]([O:10][CH3:11])=[O:9])[CH:20]=[C:21]([F:23])[CH:22]=1. (7) Given the reactants Br[C:2]1[CH:3]=[C:4]([CH2:10][NH:11][C:12]([C:14]2[CH:19]=[CH:18][CH:17]=[C:16]([C:20]([NH:22][CH2:23][C:24]3[C:25]([NH:37][CH:38]4[CH2:43][CH2:42][O:41][CH2:40][CH2:39]4)=[C:26]4[CH:34]=[N:33][N:32]([CH2:35][CH3:36])[C:27]4=[N:28][C:29]=3[CH2:30][CH3:31])=[O:21])[N:15]=2)=[O:13])[CH:5]=[CH:6][C:7]=1[O:8][CH3:9].CC1(C)C(C)(C)OB([C:52]2[CH:53]=[C:54]([CH2:58][CH:59]3[CH2:64][CH2:63][N:62]([C:65]([O:67][C:68]([CH3:71])([CH3:70])[CH3:69])=[O:66])[CH2:61][CH2:60]3)[CH:55]=[CH:56][CH:57]=2)O1.C([O-])([O-])=O.[Na+].[Na+], predict the reaction product. The product is: [CH2:35]([N:32]1[C:27]2=[N:28][C:29]([CH2:30][CH3:31])=[C:24]([CH2:23][NH:22][C:20]([C:16]3[N:15]=[C:14]([C:12]([NH:11][CH2:10][C:4]4[CH:5]=[CH:6][C:7]([O:8][CH3:9])=[C:2]([C:56]5[CH:57]=[CH:52][CH:53]=[C:54]([CH2:58][CH:59]6[CH2:60][CH2:61][N:62]([C:65]([O:67][C:68]([CH3:71])([CH3:70])[CH3:69])=[O:66])[CH2:63][CH2:64]6)[CH:55]=5)[CH:3]=4)=[O:13])[CH:19]=[CH:18][CH:17]=3)=[O:21])[C:25]([NH:37][CH:38]3[CH2:43][CH2:42][O:41][CH2:40][CH2:39]3)=[C:26]2[CH:34]=[N:33]1)[CH3:36]. (8) Given the reactants [C:1]([NH:4][CH:5]([CH2:10][C:11]1[CH:16]=[CH:15][C:14]([O:17][CH2:18][CH2:19][N:20]2[C:24]3[CH:25]=[CH:26][C:27]([C:29](=O)[C:30]4[CH:35]=[CH:34][CH:33]=[CH:32][CH:31]=4)=[CH:28][C:23]=3[S:22][C:21]2=[O:37])=[CH:13][CH:12]=1)[C:6]([O:8][CH3:9])=[O:7])(=[O:3])[CH3:2].[CH3:38][O:39][NH2:40], predict the reaction product. The product is: [C:1]([NH:4][CH:5]([CH2:10][C:11]1[CH:16]=[CH:15][C:14]([O:17][CH2:18][CH2:19][N:20]2[C:24]3[CH:25]=[CH:26][C:27]([C:29](=[N:40][O:39][CH3:38])[C:30]4[CH:31]=[CH:32][CH:33]=[CH:34][CH:35]=4)=[CH:28][C:23]=3[S:22][C:21]2=[O:37])=[CH:13][CH:12]=1)[C:6]([O:8][CH3:9])=[O:7])(=[O:3])[CH3:2]. (9) The product is: [C:45]1([C:41]2[CH:42]=[CH:43][CH:44]=[C:35]([C:29]3[CH:30]=[CH:31][CH:32]=[CH:33][CH:34]=3)[C:36]=2[O:37][P:38]2[O:1][C:2]3[C:7]([O:8][CH3:9])=[CH:6][C:5]([CH3:10])=[CH:4][C:3]=3[C:11]3[C:20]4[C:15]([CH:14]=[CH:13][C:12]=3[O:21]2)=[CH:16][CH:17]=[CH:18][CH:19]=4)[CH:46]=[CH:47][CH:48]=[CH:49][CH:50]=1. Given the reactants [OH:1][C:2]1[C:7]([O:8][CH3:9])=[CH:6][C:5]([CH3:10])=[CH:4][C:3]=1[C:11]1[C:20]2[C:15](=[CH:16][CH:17]=[CH:18][CH:19]=2)[CH:14]=[CH:13][C:12]=1[OH:21].C(N(CC)CC)C.[C:29]1([C:35]2[CH:44]=[CH:43][CH:42]=[C:41]([C:45]3[CH:50]=[CH:49][CH:48]=[CH:47][CH:46]=3)[C:36]=2[O:37][P:38](Cl)Cl)[CH:34]=[CH:33][CH:32]=[CH:31][CH:30]=1, predict the reaction product.